This data is from Catalyst prediction with 721,799 reactions and 888 catalyst types from USPTO. The task is: Predict which catalyst facilitates the given reaction. (1) Reactant: C(O)(=O)C(O)=O.[CH2:7]([N:14]1[C:17]2([CH2:20][NH:19][CH2:18]2)[CH2:16][CH2:15]1)[C:8]1[CH:13]=[CH:12][CH:11]=[CH:10][CH:9]=1.C(N(CC)CC)C.[CH3:28][C:29]([O:32][C:33](O[C:33]([O:32][C:29]([CH3:31])([CH3:30])[CH3:28])=[O:34])=[O:34])([CH3:31])[CH3:30]. Product: [CH2:7]([N:14]1[C:17]2([CH2:18][N:19]([C:33]([O:32][C:29]([CH3:31])([CH3:30])[CH3:28])=[O:34])[CH2:20]2)[CH2:16][CH2:15]1)[C:8]1[CH:13]=[CH:12][CH:11]=[CH:10][CH:9]=1. The catalyst class is: 5. (2) Reactant: [Cl:1][C:2]1[CH:7]=[CH:6][C:5]([CH:8]=O)=[CH:4][C:3]=1[C:10]1[O:14][C:13]([C:15]2[C:20]([CH3:21])=[CH:19][N:18]=[C:17]([NH:22][C:23](=[O:25])[CH3:24])[CH:16]=2)=[CH:12][C:11]=1[C:26]1[N:30]=[CH:29][N:28]([CH2:31][O:32][CH2:33][CH2:34][Si:35]([CH3:38])([CH3:37])[CH3:36])[N:27]=1.[NH:39]1[CH2:43][CH2:42][CH2:41][CH2:40]1. Product: [Cl:1][C:2]1[CH:7]=[CH:6][C:5]([CH2:8][N:39]2[CH2:43][CH2:42][CH2:41][CH2:40]2)=[CH:4][C:3]=1[C:10]1[O:14][C:13]([C:15]2[C:20]([CH3:21])=[CH:19][N:18]=[C:17]([NH:22][C:23](=[O:25])[CH3:24])[CH:16]=2)=[CH:12][C:11]=1[C:26]1[N:30]=[CH:29][N:28]([CH2:31][O:32][CH2:33][CH2:34][Si:35]([CH3:37])([CH3:38])[CH3:36])[N:27]=1. The catalyst class is: 34.